Dataset: NCI-60 drug combinations with 297,098 pairs across 59 cell lines. Task: Regression. Given two drug SMILES strings and cell line genomic features, predict the synergy score measuring deviation from expected non-interaction effect. (1) Drug 1: COC1=CC(=CC(=C1O)OC)C2C3C(COC3=O)C(C4=CC5=C(C=C24)OCO5)OC6C(C(C7C(O6)COC(O7)C8=CC=CS8)O)O. Drug 2: C1=NC2=C(N1)C(=S)N=CN2. Cell line: SK-OV-3. Synergy scores: CSS=26.8, Synergy_ZIP=-14.6, Synergy_Bliss=-16.8, Synergy_Loewe=-27.7, Synergy_HSA=-13.0. (2) Drug 1: COC1=CC(=CC(=C1O)OC)C2C3C(COC3=O)C(C4=CC5=C(C=C24)OCO5)OC6C(C(C7C(O6)COC(O7)C8=CC=CS8)O)O. Drug 2: CCC1=C2CN3C(=CC4=C(C3=O)COC(=O)C4(CC)O)C2=NC5=C1C=C(C=C5)O. Cell line: UACC62. Synergy scores: CSS=43.8, Synergy_ZIP=-9.00, Synergy_Bliss=-4.02, Synergy_Loewe=-3.48, Synergy_HSA=0.198. (3) Drug 1: CC1C(C(=O)NC(C(=O)N2CCCC2C(=O)N(CC(=O)N(C(C(=O)O1)C(C)C)C)C)C(C)C)NC(=O)C3=C4C(=C(C=C3)C)OC5=C(C(=O)C(=C(C5=N4)C(=O)NC6C(OC(=O)C(N(C(=O)CN(C(=O)C7CCCN7C(=O)C(NC6=O)C(C)C)C)C)C(C)C)C)N)C. Drug 2: CS(=O)(=O)CCNCC1=CC=C(O1)C2=CC3=C(C=C2)N=CN=C3NC4=CC(=C(C=C4)OCC5=CC(=CC=C5)F)Cl. Cell line: HL-60(TB). Synergy scores: CSS=12.6, Synergy_ZIP=11.0, Synergy_Bliss=13.3, Synergy_Loewe=3.07, Synergy_HSA=10.5. (4) Drug 1: CS(=O)(=O)CCNCC1=CC=C(O1)C2=CC3=C(C=C2)N=CN=C3NC4=CC(=C(C=C4)OCC5=CC(=CC=C5)F)Cl. Drug 2: CCN(CC)CCNC(=O)C1=C(NC(=C1C)C=C2C3=C(C=CC(=C3)F)NC2=O)C. Cell line: HCT-15. Synergy scores: CSS=-5.62, Synergy_ZIP=9.77, Synergy_Bliss=9.53, Synergy_Loewe=-12.9, Synergy_HSA=-11.9. (5) Drug 1: C1=C(C(=O)NC(=O)N1)F. Synergy scores: CSS=17.0, Synergy_ZIP=-3.08, Synergy_Bliss=-6.84, Synergy_Loewe=-5.64, Synergy_HSA=-5.63. Cell line: 786-0. Drug 2: B(C(CC(C)C)NC(=O)C(CC1=CC=CC=C1)NC(=O)C2=NC=CN=C2)(O)O. (6) Drug 1: CC1OCC2C(O1)C(C(C(O2)OC3C4COC(=O)C4C(C5=CC6=C(C=C35)OCO6)C7=CC(=C(C(=C7)OC)O)OC)O)O. Drug 2: C1=NNC2=C1C(=O)NC=N2. Cell line: TK-10. Synergy scores: CSS=25.2, Synergy_ZIP=-8.15, Synergy_Bliss=-1.37, Synergy_Loewe=-30.5, Synergy_HSA=-1.59. (7) Drug 1: CCCCCOC(=O)NC1=NC(=O)N(C=C1F)C2C(C(C(O2)C)O)O. Drug 2: CCC1(C2=C(COC1=O)C(=O)N3CC4=CC5=C(C=CC(=C5CN(C)C)O)N=C4C3=C2)O.Cl. Cell line: DU-145. Synergy scores: CSS=26.0, Synergy_ZIP=1.11, Synergy_Bliss=1.09, Synergy_Loewe=-48.8, Synergy_HSA=-1.30.